Dataset: Reaction yield outcomes from USPTO patents with 853,638 reactions. Task: Predict the reaction yield, written as a fraction of the theoretical maximum amount of product (1.0 means a 100% yield; for example, 0.34 means a 34% yield). (1) The reactants are C(N(CC)C(=O)O[CH2:6][N:7]1[CH2:11][CH:10]([CH2:12][CH2:13][CH3:14])[CH2:9][C:8]1=[O:15])C.[CH3:19][S:20][C:21]1[NH:22][C:23]2[CH:29]=[CH:28][CH:27]=[CH:26][C:24]=2[N:25]=1. The catalyst is C(#N)C. The product is [CH3:19][S:20][C:21]1[N:22]([CH2:6][N:7]2[CH2:11][CH:10]([CH2:12][CH2:13][CH3:14])[CH2:9][C:8]2=[O:15])[C:23]2[CH:29]=[CH:28][CH:27]=[CH:26][C:24]=2[N:25]=1. The yield is 0.403. (2) The reactants are [Cl-].[Al+3].[Cl-].[Cl-].[F:5][C:6]1[CH:11]=[CH:10][C:9]([CH3:12])=[CH:8][CH:7]=1.[C:13](Cl)([CH3:16])([CH3:15])[CH3:14]. The catalyst is C(=S)=S. The product is [C:13]([C:7]1[CH:8]=[C:9]([CH3:12])[CH:10]=[CH:11][C:6]=1[F:5])([CH3:16])([CH3:15])[CH3:14]. The yield is 0.630. (3) The reactants are [NH:1]1[C:9]2[C:4](=[CH:5][CH:6]=[CH:7][CH:8]=2)[C:3]([C:10]([O:12][CH3:13])=[O:11])=[N:2]1.[C:14]1(B(O)O)[CH:19]=[CH:18][CH:17]=[CH:16][CH:15]=1.N1C=CC=CC=1. The catalyst is C([O-])(=O)C.[Cu+2].C([O-])(=O)C.CN(C)C=O. The product is [C:14]1([N:1]2[C:9]3[C:4](=[CH:5][CH:6]=[CH:7][CH:8]=3)[C:3]([C:10]([O:12][CH3:13])=[O:11])=[N:2]2)[CH:19]=[CH:18][CH:17]=[CH:16][CH:15]=1. The yield is 0.320.